Dataset: Forward reaction prediction with 1.9M reactions from USPTO patents (1976-2016). Task: Predict the product of the given reaction. (1) Given the reactants [S:1]1[CH:5]=[CH:4][N:3]=[C:2]1[C:6]1[CH:7]=[C:8]([NH2:12])[CH:9]=[CH:10][CH:11]=1.F[C:14]1[CH:22]=[CH:21][C:17]([C:18]([OH:20])=[O:19])=[CH:16][C:15]=1[N+:23]([O-:25])=[O:24], predict the reaction product. The product is: [N+:23]([C:15]1[CH:16]=[C:17]([CH:21]=[CH:22][C:14]=1[NH:12][C:8]1[CH:9]=[CH:10][CH:11]=[C:6]([C:2]2[S:1][CH:5]=[CH:4][N:3]=2)[CH:7]=1)[C:18]([OH:20])=[O:19])([O-:25])=[O:24]. (2) Given the reactants [C:1]1(B(O)O)[CH:6]=[CH:5][CH:4]=[CH:3][CH:2]=1.Br[C:11]1[CH:12]=[C:13]([C:17]2[N:26]([C:27]3[CH:32]=[CH:31][C:30]([Cl:33])=[CH:29][CH:28]=3)[C:25](=[O:34])[C:24]3[C:19](=[CH:20][CH:21]=[CH:22][CH:23]=3)[N:18]=2)[CH:14]=[N:15][CH:16]=1, predict the reaction product. The product is: [Cl:33][C:30]1[CH:31]=[CH:32][C:27]([N:26]2[C:25](=[O:34])[C:24]3[C:19](=[CH:20][CH:21]=[CH:22][CH:23]=3)[N:18]=[C:17]2[C:13]2[CH:14]=[N:15][CH:16]=[C:11]([C:1]3[CH:6]=[CH:5][CH:4]=[CH:3][CH:2]=3)[CH:12]=2)=[CH:28][CH:29]=1. (3) Given the reactants [Cl:1][C:2]1[CH:7]=[CH:6][C:5]([N:8]2[C:13](=[O:14])[CH:12]=[C:11]([NH:15][C:16]3[CH:21]=[CH:20][C:19]([O:22][CH3:23])=[CH:18][CH:17]=3)[C:10]([C:24](OC)=[O:25])=[N:9]2)=[CH:4][CH:3]=1.O.[NH2:29][NH2:30], predict the reaction product. The product is: [Cl:1][C:2]1[CH:3]=[CH:4][C:5]([N:8]2[C:13](=[O:14])[CH:12]=[C:11]([NH:15][C:16]3[CH:17]=[CH:18][C:19]([O:22][CH3:23])=[CH:20][CH:21]=3)[C:10]([C:24]([NH:29][NH2:30])=[O:25])=[N:9]2)=[CH:6][CH:7]=1. (4) Given the reactants [NH2:1][CH2:2][C:3]([N:5]1[CH2:9][C@H:8]([OH:10])[CH2:7][C@H:6]1[C:11]([NH:13][CH2:14][C:15]1[CH:20]=[CH:19][C:18]([C:21]2[S:25][CH:24]=[N:23][C:22]=2[CH3:26])=[CH:17][CH:16]=1)=[O:12])=[O:4].[CH3:27][O:28][CH2:29][CH2:30][C:31](O)=[O:32].CCN(C(C)C)C(C)C.CN(C(ON1N=NC2C=CC=NC1=2)=[N+](C)C)C.F[P-](F)(F)(F)(F)F, predict the reaction product. The product is: [OH:10][C@H:8]1[CH2:9][N:5]([C:3](=[O:4])[CH2:2][NH:1][C:31](=[O:32])[CH2:30][CH2:29][O:28][CH3:27])[C@H:6]([C:11]([NH:13][CH2:14][C:15]2[CH:20]=[CH:19][C:18]([C:21]3[S:25][CH:24]=[N:23][C:22]=3[CH3:26])=[CH:17][CH:16]=2)=[O:12])[CH2:7]1.